From a dataset of Full USPTO retrosynthesis dataset with 1.9M reactions from patents (1976-2016). Predict the reactants needed to synthesize the given product. (1) The reactants are: [NH:1]1[CH:5]=[C:4]([C:6]([OH:8])=O)[N:3]=[CH:2]1.S(Cl)(Cl)=O.[NH2:13][C:14]([CH3:18])([CH3:17])[CH2:15]O.C(N(CC)CC)C. Given the product [NH:1]1[CH:5]=[C:4]([C:6]2[O:8][CH2:15][C:14]([CH3:18])([CH3:17])[N:13]=2)[N:3]=[CH:2]1, predict the reactants needed to synthesize it. (2) Given the product [CH3:15][C@H:6]1[NH:7][C@@H:2]([CH3:1])[CH2:3][N:4]([C:16]2[CH:17]=[C:18]([NH:24][C:25](=[O:30])[C:26]([F:29])([F:27])[F:28])[CH:19]=[N:20][CH:21]=2)[CH2:5]1, predict the reactants needed to synthesize it. The reactants are: [CH3:1][C@H:2]1[N:7](CC2C=CC=CC=2)[C@@H:6]([CH3:15])[CH2:5][N:4]([C:16]2[CH:17]=[C:18]([NH:24][C:25](=[O:30])[C:26]([F:29])([F:28])[F:27])[C:19](OC)=[N:20][CH:21]=2)[CH2:3]1.C[C@H]1N[C@@H](C)CN(C2C=C(NC(=O)OC(C)(C)C)C=NC=2)C1. (3) Given the product [CH3:16][C:6]1[C:7]([NH:8][C:9](=[O:15])[O:10][C:11]([CH3:14])([CH3:12])[CH3:13])=[C:2]([CH3:1])[N:3]=[C:4]([O:17][CH2:18][C:19]([N:21]([CH3:28])[CH:22]2[CH2:23][CH2:24][N:25]([CH2:29][C:30]3[CH:37]=[CH:36][CH:35]=[CH:34][C:31]=3[CH3:32])[CH2:26][CH2:27]2)=[O:20])[N:5]=1, predict the reactants needed to synthesize it. The reactants are: [CH3:1][C:2]1[C:7]([NH:8][C:9](=[O:15])[O:10][C:11]([CH3:14])([CH3:13])[CH3:12])=[C:6]([CH3:16])[N:5]=[C:4]([O:17][CH2:18][C:19]([N:21]([CH3:28])[CH:22]2[CH2:27][CH2:26][NH:25][CH2:24][CH2:23]2)=[O:20])[N:3]=1.[CH3:29][C:30]1[CH:37]=[CH:36][CH:35]=[CH:34][C:31]=1[CH2:32]Br.